From a dataset of NCI-60 drug combinations with 297,098 pairs across 59 cell lines. Regression. Given two drug SMILES strings and cell line genomic features, predict the synergy score measuring deviation from expected non-interaction effect. (1) Drug 1: C1CC(=O)NC(=O)C1N2CC3=C(C2=O)C=CC=C3N. Drug 2: C1CC(=O)NC(=O)C1N2C(=O)C3=CC=CC=C3C2=O. Cell line: HOP-62. Synergy scores: CSS=5.02, Synergy_ZIP=-2.05, Synergy_Bliss=-2.28, Synergy_Loewe=0.738, Synergy_HSA=-0.731. (2) Drug 2: CC1=CC2C(CCC3(C2CCC3(C(=O)C)OC(=O)C)C)C4(C1=CC(=O)CC4)C. Cell line: SK-OV-3. Synergy scores: CSS=12.4, Synergy_ZIP=-2.89, Synergy_Bliss=2.75, Synergy_Loewe=3.07, Synergy_HSA=3.14. Drug 1: C1CCC(CC1)NC(=O)N(CCCl)N=O.